This data is from Catalyst prediction with 721,799 reactions and 888 catalyst types from USPTO. The task is: Predict which catalyst facilitates the given reaction. (1) Reactant: [Cl:1][C:2]1[CH:7]=[CH:6][C:5]([Cl:8])=[C:4]([SH:9])[C:3]=1[SH:10].[Zn:11](OC(C)=O)OC(C)=O.O.O.C(N)CN. Product: [Zn+2:11].[Cl:1][C:2]1[CH:7]=[CH:6][C:5]([Cl:8])=[C:4]([S-:9])[C:3]=1[S-:10]. The catalyst class is: 41. (2) Reactant: C(OC(=O)[N:7]([C:37]1[CH:38]=[N:39][C:40]([O:43][CH2:44][CH3:45])=[CH:41][CH:42]=1)[C:8]1[CH:13]=[CH:12][C:11]([C:14]([C:16]2[C:24]3[C:19](=[N:20][CH:21]=[C:22]([CH3:25])[CH:23]=3)[N:18]([Si](C(C)C)(C(C)C)C(C)C)[CH:17]=2)=[O:15])=[C:10]([F:36])[N:9]=1)(C)(C)C.FC(F)(F)C(O)=O.C(=O)([O-])[O-].[K+].[K+]. Product: [CH2:44]([O:43][C:40]1[N:39]=[CH:38][C:37]([NH:7][C:8]2[N:9]=[C:10]([F:36])[C:11]([C:14]([C:16]3[C:24]4[C:19](=[N:20][CH:21]=[C:22]([CH3:25])[CH:23]=4)[NH:18][CH:17]=3)=[O:15])=[CH:12][CH:13]=2)=[CH:42][CH:41]=1)[CH3:45]. The catalyst class is: 26.